This data is from Reaction yield outcomes from USPTO patents with 853,638 reactions. The task is: Predict the reaction yield, written as a fraction of the theoretical maximum amount of product (1.0 means a 100% yield; for example, 0.34 means a 34% yield). (1) The reactants are [CH2:1]([O:3][C:4]([C:6]1[N:7]=[C:8]2[C:13]([C:14]([F:17])([F:16])[F:15])=[CH:12][C:11]([Br:18])=[CH:10][N:9]2[CH:19]=1)=[O:5])[CH3:2].C1C(=O)N([Cl:27])C(=O)C1. The catalyst is CN(C=O)C. The product is [CH2:1]([O:3][C:4]([C:6]1[N:7]=[C:8]2[C:13]([C:14]([F:17])([F:15])[F:16])=[CH:12][C:11]([Br:18])=[CH:10][N:9]2[C:19]=1[Cl:27])=[O:5])[CH3:2]. The yield is 0.860. (2) The reactants are C(NC(C)C)(C)C.C([Li])CCC.[CH2:13]([SnH:17]([CH2:22][CH2:23][CH2:24][CH3:25])[CH2:18][CH2:19][CH2:20][CH3:21])[CH2:14][CH2:15][CH3:16].[CH2:26]=[O:27]. The catalyst is O.O1CCCC1. The product is [CH2:22]([Sn:17]([CH2:26][OH:27])([CH2:13][CH2:14][CH2:15][CH3:16])[CH2:18][CH2:19][CH2:20][CH3:21])[CH2:23][CH2:24][CH3:25]. The yield is 0.800. (3) The reactants are Cl.[CH2:2]1[C:7]2([CH2:12][CH2:11][NH:10][CH2:9][CH2:8]2)[CH2:6][CH2:5][N:4]([C:13]([O:15]C(C)(C)C)=O)[CH2:3]1.[NH2:20][C:21]1[CH:29]=[N:28][CH:27]=[CH:26][C:22]=1C(O)=O. No catalyst specified. The product is [CH2:6]1[C:7]2([CH2:8][CH2:9][NH:10][CH2:11][CH2:12]2)[CH2:2][CH2:3][N:4]([C:13]([C:22]2[CH:26]=[CH:27][N:28]=[CH:29][C:21]=2[NH2:20])=[O:15])[CH2:5]1. The yield is 0.660. (4) The reactants are [F:1][C:2]1[CH:3]=[C:4]([N:17]2[CH2:21][C@H:20]([CH2:22][NH:23][C:24](=[O:26])[CH3:25])[O:19][C:18]2=[O:27])[CH:5]=[CH:6][C:7]=1[N:8]1[CH2:13][CH2:12][C:11](=O)[C:10]([CH3:16])([CH3:15])[CH2:9]1.[C-:28]#[N:29].[Na+].[NH2:31][C:32]1[CH:33]=[N:34][CH:35]=[CH:36][CH:37]=1. No catalyst specified. The product is [N:34]1[CH:35]=[CH:36][CH:37]=[C:32]([NH:31][C:11]2([C:28]#[N:29])[CH2:12][CH2:13][N:8]([C:7]3[CH:6]=[CH:5][C:4]([N:17]4[CH2:21][C@H:20]([CH2:22][NH:23][C:24](=[O:26])[CH3:25])[O:19][C:18]4=[O:27])=[CH:3][C:2]=3[F:1])[CH2:9][C:10]2([CH3:15])[CH3:16])[CH:33]=1. The yield is 0.480. (5) The reactants are [Br:1][C:2]1[CH:7]=[CH:6][C:5]([C:8]2([C:11]([OH:13])=O)[CH2:10][CH2:9]2)=[CH:4][CH:3]=1.[CH3:14][NH:15][CH3:16].C1CN([P+](ON2N=NC3C=CC=CC2=3)(N2CCCC2)N2CCCC2)CC1.F[P-](F)(F)(F)(F)F. The catalyst is CN(C=O)C.O1CCOCC1. The product is [Br:1][C:2]1[CH:7]=[CH:6][C:5]([C:8]2([C:11]([N:15]([CH3:16])[CH3:14])=[O:13])[CH2:10][CH2:9]2)=[CH:4][CH:3]=1. The yield is 1.00. (6) The reactants are [Cl:1][C:2]([F:13])([F:12])[C:3]1[CH:8]=[CH:7][C:6]([CH:9](Cl)[CH3:10])=[CH:5][N:4]=1.[CH3:14][S-:15].[Na+]. The catalyst is C(O)C. The product is [Cl:1][C:2]([F:13])([F:12])[C:3]1[CH:8]=[CH:7][C:6]([CH:9]([S:15][CH3:14])[CH3:10])=[CH:5][N:4]=1. The yield is 0.400. (7) The product is [CH:1]1[C:7]([NH2:18])=[N:6][C:4](=[O:5])[N:3]([C@@H:9]2[O:13][C@H:12]([CH2:14][OH:15])[C@@H:11]([OH:16])[C@@H:10]2[OH:17])[CH:2]=1. The catalyst is C(#N)C.CCOC(C)=O. The yield is 0.800. The reactants are [CH:1]1[C:7](=O)[NH:6][C:4](=[O:5])[N:3]([C@@H:9]2[O:13][C@H:12]([CH2:14][OH:15])[C@@H:11]([OH:16])[C@@H:10]2[OH:17])[CH:2]=1.[NH:18]1C=[C-]N=N1.[OH-].[NH4+].N1C=NC=N1.C(N(CC)CC)C.O=P(Cl)(Cl)Cl.